Predict which catalyst facilitates the given reaction. From a dataset of Catalyst prediction with 721,799 reactions and 888 catalyst types from USPTO. (1) Reactant: C([O:9][C@H:10]1[CH2:15][CH2:14][C:13]([F:17])([F:16])[CH2:12][C@@H:11]1[C:18]1[N:22]([CH2:23][O:24][CH2:25][CH2:26][O:27][CH3:28])[N:21]=[CH:20][CH:19]=1)(=O)C1C=CC=CC=1.C(=O)([O-])[O-].[K+].[K+]. Product: [F:17][C:13]1([F:16])[CH2:14][CH2:15][C@H:10]([OH:9])[C@@H:11]([C:18]2[N:22]([CH2:23][O:24][CH2:25][CH2:26][O:27][CH3:28])[N:21]=[CH:20][CH:19]=2)[CH2:12]1. The catalyst class is: 5. (2) Reactant: S(Cl)(Cl)=O.CO.[NH2:7][C:8]1[CH:16]=[CH:15][C:11]([C:12]([OH:14])=[O:13])=[CH:10][C:9]=1[O:17][CH3:18].[C:19](=O)(O)[O-].[Na+]. Product: [NH2:7][C:8]1[CH:16]=[CH:15][C:11]([C:12]([O:14][CH3:19])=[O:13])=[CH:10][C:9]=1[O:17][CH3:18]. The catalyst class is: 6. (3) Reactant: [H-].[Na+].[CH3:3][C:4]1[CH:5]=[C:6]([OH:12])[CH:7]=[C:8]([CH3:11])[C:9]=1[Br:10].S(O[CH2:24][P:25](=[O:32])([O:29][CH2:30][CH3:31])[O:26][CH2:27][CH3:28])(C1C=CC(C)=CC=1)(=O)=O.O. Product: [CH3:3][C:4]1[CH:5]=[C:6]([CH:7]=[C:8]([CH3:11])[C:9]=1[Br:10])[O:12][CH2:24][P:25](=[O:32])([O:29][CH2:30][CH3:31])[O:26][CH2:27][CH3:28]. The catalyst class is: 3. (4) Reactant: [NH2:1][C:2]1[CH:3]=[C:4]([C:12]([N:14]2[CH2:19][CH2:18][N:17]([CH3:20])[CH2:16][CH2:15]2)=O)[CH:5]=[C:6]([C:8]([F:11])([F:10])[F:9])[CH:7]=1. Product: [CH3:20][N:17]1[CH2:18][CH2:19][N:14]([CH2:12][C:4]2[CH:3]=[C:2]([CH:7]=[C:6]([C:8]([F:11])([F:9])[F:10])[CH:5]=2)[NH2:1])[CH2:15][CH2:16]1. The catalyst class is: 1.